Dataset: Peptide-MHC class II binding affinity with 134,281 pairs from IEDB. Task: Regression. Given a peptide amino acid sequence and an MHC pseudo amino acid sequence, predict their binding affinity value. This is MHC class II binding data. (1) The peptide sequence is PFSRIRDGLQYGWKT. The MHC is DRB1_0901 with pseudo-sequence DRB1_0901. The binding affinity (normalized) is 0.466. (2) The peptide sequence is FGYRKPLDNIKDNVG. The binding affinity (normalized) is 0.316. The MHC is HLA-DQA10101-DQB10501 with pseudo-sequence HLA-DQA10101-DQB10501.